The task is: Predict the product of the given reaction.. This data is from Forward reaction prediction with 1.9M reactions from USPTO patents (1976-2016). (1) Given the reactants [CH3:1][CH:2]([CH2:4][CH2:5][CH2:6][C@H:7]([CH2:9][CH2:10][CH2:11][C@H:12]([CH2:14][CH2:15][CH2:16]/[C:17](=[CH:19]/[CH2:20][OH:21])/[CH3:18])[CH3:13])[CH3:8])[CH3:3].C(O)C, predict the reaction product. The product is: [CH2:20]([OH:21])[CH2:19][CH:17]([CH2:16][CH2:15][CH2:14][CH:12]([CH2:11][CH2:10][CH2:9][CH:7]([CH2:6][CH2:5][CH2:4][CH:2]([CH3:3])[CH3:1])[CH3:8])[CH3:13])[CH3:18]. (2) Given the reactants C(Cl)CCl.[Si:5]([O:12][CH2:13][CH2:14][NH:15][C:16]1[CH:21]=[CH:20][CH:19]=[CH:18][CH:17]=1)([C:8]([CH3:11])([CH3:10])[CH3:9])([CH3:7])[CH3:6].[CH3:22][O:23][C:24]([C:26]1[CH:27]=[C:28]([CH2:32][C:33](O)=[O:34])[CH:29]=[CH:30][CH:31]=1)=[O:25].C(Cl)(Cl)Cl, predict the reaction product. The product is: [Si:5]([O:12][CH2:13][CH2:14][N:15]([C:16]1[CH:17]=[CH:18][CH:19]=[CH:20][CH:21]=1)[C:33](=[O:34])[CH2:32][C:28]1[CH:27]=[C:26]([CH:31]=[CH:30][CH:29]=1)[C:24]([O:23][CH3:22])=[O:25])([C:8]([CH3:11])([CH3:10])[CH3:9])([CH3:7])[CH3:6]. (3) Given the reactants [NH2:1][C:2]1[CH:7]=[CH:6][CH:5]=[CH:4][C:3]=1[N:8]1[CH2:13][CH2:12][N:11]([C:14]([O:16][C:17]([CH3:20])([CH3:19])[CH3:18])=[O:15])[CH2:10][CH2:9]1.[CH3:21][S:22](Cl)(=[O:24])=[O:23].CCN(C(C)C)C(C)C, predict the reaction product. The product is: [CH3:21][S:22]([NH:1][C:2]1[CH:7]=[CH:6][CH:5]=[CH:4][C:3]=1[N:8]1[CH2:13][CH2:12][N:11]([C:14]([O:16][C:17]([CH3:20])([CH3:19])[CH3:18])=[O:15])[CH2:10][CH2:9]1)(=[O:24])=[O:23]. (4) Given the reactants [Mg].[CH2:2]([C@H:7]1[CH2:12][CH2:11][C@H:10]([C@H:13]2[CH2:18][CH2:17][C@H:16]([CH2:19]Cl)[CH2:15][CH2:14]2)[CH2:9][CH2:8]1)[CH2:3][CH2:4][CH2:5][CH3:6].[CH3:21][O:22][Si:23](OC)([O:26][CH3:27])[O:24][CH3:25], predict the reaction product. The product is: [CH2:2]([C@H:7]1[CH2:12][CH2:11][C@H:10]([C@H:13]2[CH2:18][CH2:17][C@H:16]([CH2:19][Si:23]([O:26][CH3:27])([O:24][CH3:25])[O:22][CH3:21])[CH2:15][CH2:14]2)[CH2:9][CH2:8]1)[CH2:3][CH2:4][CH2:5][CH3:6]. (5) Given the reactants [O:1]=[C:2]1[C:10](=[C:11]2[C:19]3[C:14](=[CH:15][CH:16]=[CH:17][CH:18]=3)[CH:13]([CH2:20][C:21]([OH:23])=[O:22])[O:12]2)[C:9]2[C:4](=[CH:5][CH:6]=[CH:7][CH:8]=2)[NH:3]1.[Li]CCCC.C(Cl)(=O)C(Cl)=O.O[CH2:36][CH2:37][N:38]1[CH2:43][CH2:42][O:41][CH2:40][CH2:39]1, predict the reaction product. The product is: [N:38]1([CH2:37][CH2:36][O:22][C:21](=[O:23])[CH2:20][CH:13]2[C:14]3[C:19](=[CH:18][CH:17]=[CH:16][CH:15]=3)[C:11](=[C:10]3[C:9]4[C:4](=[CH:5][CH:6]=[CH:7][CH:8]=4)[NH:3][C:2]3=[O:1])[O:12]2)[CH2:43][CH2:42][O:41][CH2:40][CH2:39]1. (6) Given the reactants [CH:1]([N:14]1[C:22]2[C:17](=[CH:18][C:19]([Cl:23])=[CH:20][CH:21]=2)[C:16]([CH2:24][CH2:25][O:26][C:27]2[CH:35]=[CH:34][C:30]([C:31]([OH:33])=[O:32])=[CH:29][CH:28]=2)=[C:15]1[CH2:36][CH2:37][NH:38][S:39]([CH2:42][C:43]1[CH:48]=[CH:47][CH:46]=[CH:45][CH:44]=1)(=[O:41])=[O:40])([C:8]1[CH:13]=[CH:12][CH:11]=[CH:10][CH:9]=1)[C:2]1[CH:7]=[CH:6][CH:5]=[CH:4][CH:3]=1.[S:49](C1C=CC(CS(Cl)(=O)=O)=CC=1)(=[O:52])(=[O:51])[NH2:50], predict the reaction product. The product is: [NH2:50][S:49]([C:46]1[CH:45]=[CH:44][C:43]([CH2:42][S:39]([NH:38][CH2:37][CH2:36][C:15]2[N:14]([CH:1]([C:2]3[CH:7]=[CH:6][CH:5]=[CH:4][CH:3]=3)[C:8]3[CH:9]=[CH:10][CH:11]=[CH:12][CH:13]=3)[C:22]3[C:17]([C:16]=2[CH2:24][CH2:25][O:26][C:27]2[CH:28]=[CH:29][C:30]([C:31]([OH:33])=[O:32])=[CH:34][CH:35]=2)=[CH:18][C:19]([Cl:23])=[CH:20][CH:21]=3)(=[O:41])=[O:40])=[CH:48][CH:47]=1)(=[O:52])=[O:51]. (7) Given the reactants [CH:1]1([N:7]2[C:12]([OH:13])=[C:11]([C:14]([NH:16][CH2:17][C:18]([O:20]CC)=[O:19])=[O:15])[C:10](=[O:23])[NH:9][C:8]2=[O:24])[CH2:6][CH2:5][CH2:4][CH2:3][CH2:2]1.C(=O)([O-])[O-].[K+].[K+].[Cl:31][C:32]1[CH:39]=[CH:38][CH:37]=[C:36]([Cl:40])[C:33]=1[CH2:34]Br.Cl, predict the reaction product. The product is: [CH:1]1([N:7]2[C:12]([OH:13])=[C:11]([C:14]([NH:16][CH2:17][C:18]([OH:20])=[O:19])=[O:15])[C:10](=[O:23])[N:9]([CH2:34][C:33]3[C:32]([Cl:31])=[CH:39][CH:38]=[CH:37][C:36]=3[Cl:40])[C:8]2=[O:24])[CH2:2][CH2:3][CH2:4][CH2:5][CH2:6]1. (8) Given the reactants [Br:1][C:2]1[CH:8]=[CH:7][CH:6]=[CH:5][C:3]=1[NH2:4].C([O:11][CH:12]=[C:13]([C:19](OCC)=O)[C:14]([O:16][CH2:17][CH3:18])=[O:15])C, predict the reaction product. The product is: [C:14]([C:13]1[CH:19]=[N:4][C:3]2[C:5]([C:12]=1[OH:11])=[CH:6][CH:7]=[CH:8][C:2]=2[Br:1])([O:16][CH2:17][CH3:18])=[O:15]. (9) The product is: [F:19][C:20]1[CH:28]=[C:27]([F:29])[CH:26]=[CH:25][C:21]=1[C:22]([N:2]1[CH2:7][CH2:6][CH2:5][CH:4]([C:8]2[N:12]=[C:11]([C:13]3[CH:18]=[CH:17][N:16]=[CH:15][CH:14]=3)[O:10][N:9]=2)[CH2:3]1)=[O:23]. Given the reactants Cl.[NH:2]1[CH2:7][CH2:6][CH2:5][CH:4]([C:8]2[N:12]=[C:11]([C:13]3[CH:18]=[CH:17][N:16]=[CH:15][CH:14]=3)[O:10][N:9]=2)[CH2:3]1.[F:19][C:20]1[CH:28]=[C:27]([F:29])[CH:26]=[CH:25][C:21]=1[C:22](Cl)=[O:23], predict the reaction product. (10) Given the reactants [NH2:1][C:2]1[N:7]=[CH:6][N:5]=[C:4]2[N:8]([C:32]3[CH:37]=[CH:36][N+:35]([O-])=[CH:34][CH:33]=3)[N:9]=[C:10]([C:11]3[CH:16]=[CH:15][C:14]([NH:17][C:18]([C:20]4[N:21]([CH3:29])[C:22]5[C:27]([CH:28]=4)=[CH:26][CH:25]=[CH:24][CH:23]=5)=[O:19])=[C:13]([O:30][CH3:31])[CH:12]=3)[C:3]=12.O.[PH2]([O-])=O.[Na+].[PH2]([O-])=O.[Na+], predict the reaction product. The product is: [NH2:1][C:2]1[N:7]=[CH:6][N:5]=[C:4]2[N:8]([C:32]3[CH:33]=[CH:34][N:35]=[CH:36][CH:37]=3)[N:9]=[C:10]([C:11]3[CH:16]=[CH:15][C:14]([NH:17][C:18]([C:20]4[N:21]([CH3:29])[C:22]5[C:27]([CH:28]=4)=[CH:26][CH:25]=[CH:24][CH:23]=5)=[O:19])=[C:13]([O:30][CH3:31])[CH:12]=3)[C:3]=12.